Task: Predict the product of the given reaction.. Dataset: Forward reaction prediction with 1.9M reactions from USPTO patents (1976-2016) (1) Given the reactants [Cl:1][C:2]1[CH:3]=[CH:4][C:5]2[N:11]3[CH:12]=[CH:13][CH:14]=[C:10]3[C@@H:9]([CH2:15][CH2:16][C:17]([N:19]3[CH2:24][CH:23]4[C:21]([C:25]([O:27]CC)=[O:26])([CH2:22]4)[CH2:20]3)=[O:18])[O:8][C@H:7]([C:30]3[CH:35]=[CH:34][CH:33]=[C:32]([O:36][CH3:37])[C:31]=3[O:38][CH3:39])[C:6]=2[CH:40]=1, predict the reaction product. The product is: [Cl:1][C:2]1[CH:3]=[CH:4][C:5]2[N:11]3[CH:12]=[CH:13][CH:14]=[C:10]3[C@@H:9]([CH2:15][CH2:16][C:17]([N:19]3[CH2:24][CH:23]4[C:21]([C:25]([OH:27])=[O:26])([CH2:22]4)[CH2:20]3)=[O:18])[O:8][C@H:7]([C:30]3[CH:35]=[CH:34][CH:33]=[C:32]([O:36][CH3:37])[C:31]=3[O:38][CH3:39])[C:6]=2[CH:40]=1. (2) The product is: [CH2:27]([S:29]([C:32]1[CH:37]=[CH:36][C:35]([CH2:38][NH:39][C:11]([C:7]2[CH:6]=[C:5]3[C:10](=[CH:9][CH:8]=2)[C:2]([CH3:1])([CH3:26])[N:3]([CH2:15][CH:16]2[CH2:17][CH2:18][CH:19]([C:22]([F:25])([F:24])[F:23])[CH2:20][CH2:21]2)[C:4]3=[O:14])=[O:13])=[CH:34][CH:33]=1)(=[O:31])=[O:30])[CH3:28]. Given the reactants [CH3:1][C:2]1([CH3:26])[C:10]2[C:5](=[CH:6][C:7]([C:11]([OH:13])=O)=[CH:8][CH:9]=2)[C:4](=[O:14])[N:3]1[CH2:15][CH:16]1[CH2:21][CH2:20][CH:19]([C:22]([F:25])([F:24])[F:23])[CH2:18][CH2:17]1.[CH2:27]([S:29]([C:32]1[CH:37]=[CH:36][C:35]([CH2:38][NH2:39])=[CH:34][CH:33]=1)(=[O:31])=[O:30])[CH3:28].CN(C(ON1N=NC2C=CC=NC1=2)=[N+](C)C)C.F[P-](F)(F)(F)(F)F.CCN(C(C)C)C(C)C, predict the reaction product.